Dataset: Catalyst prediction with 721,799 reactions and 888 catalyst types from USPTO. Task: Predict which catalyst facilitates the given reaction. (1) Reactant: [CH3:1][O:2][C:3](=[O:38])[C@H:4]([N:8]1[CH2:16][C:15]2[C:10](=[CH:11][C:12]([C:17]3[CH:22]=[CH:21][C:20]([NH:23][C:24]([NH:26][C:27]4[CH:32]=[CH:31][CH:30]=[C:29]([C:33]([F:36])([F:35])[F:34])[CH:28]=4)=[O:25])=[CH:19][CH:18]=3)=[CH:13][CH:14]=2)[C:9]1=[O:37])[CH:5](C)C.BrC1C=C2C(CN([C@@H](C)C(OC)=O)C2=O)=CC=1.CC1(C)C(C)(C)OB(C2C=CC(NC(NC3C=CC=C(C(F)(F)F)C=3)=O)=CC=2)O1. Product: [O:37]=[C:9]1[C:10]2[C:15](=[CH:14][CH:13]=[C:12]([C:17]3[CH:18]=[CH:19][C:20]([NH:23][C:24]([NH:26][C:27]4[CH:32]=[CH:31][CH:30]=[C:29]([C:33]([F:34])([F:36])[F:35])[CH:28]=4)=[O:25])=[CH:21][CH:22]=3)[CH:11]=2)[CH2:16][N:8]1[C@@H:4]([CH3:5])[C:3]([O:2][CH3:1])=[O:38]. The catalyst class is: 462. (2) Reactant: Cl[C:2]1[C:7]([CH:8]=[O:9])=[CH:6][N:5]=[C:4]([NH:10][C:11](=[O:13])[CH3:12])[CH:3]=1.[Cl:14][C:15]1[CH:20]=[CH:19][C:18](B2OC(C)(C)C(C)(C)O2)=[C:17]([F:30])[C:16]=1[O:31][CH3:32].C(=O)([O-])[O-].[Cs+].[Cs+]. Product: [Cl:14][C:15]1[CH:20]=[CH:19][C:18]([C:2]2[C:7]([CH:8]=[O:9])=[CH:6][N:5]=[C:4]([NH:10][C:11](=[O:13])[CH3:12])[CH:3]=2)=[C:17]([F:30])[C:16]=1[O:31][CH3:32]. The catalyst class is: 70. (3) Reactant: Cl.Cl.[Cl:3][C:4]1[CH:19]=[CH:18][C:7]([CH2:8][O:9][CH2:10][C:11]2([NH2:17])[CH2:16][CH2:15][NH:14][CH2:13][CH2:12]2)=[CH:6][CH:5]=1.Cl[C:21]1[C:22]2[CH:29]=[CH:28][NH:27][C:23]=2[N:24]=[CH:25][N:26]=1.C(N(CC)CC)C. Product: [Cl:3][C:4]1[CH:5]=[CH:6][C:7]([CH2:8][O:9][CH2:10][C:11]2([NH2:17])[CH2:16][CH2:15][N:14]([C:21]3[C:22]4[CH:29]=[CH:28][NH:27][C:23]=4[N:24]=[CH:25][N:26]=3)[CH2:13][CH2:12]2)=[CH:18][CH:19]=1. The catalyst class is: 51. (4) Reactant: [C:1]([OH:10])(=[O:9])[C@@H:2]([C@H:4]([C:6]([OH:8])=[O:7])[OH:5])[OH:3].[F:11][C:12]1[CH:17]=[CH:16][CH:15]=[CH:14][C:13]=1[N:18]1[C:26]2[C:21](=[CH:22][CH:23]=[CH:24][CH:25]=2)[C:20]([O:27][CH:28]2[CH2:33][CH2:32][NH:31][CH2:30][CH2:29]2)=[N:19]1.N#N.C(O)(C)C. The catalyst class is: 5. Product: [C:6]([C@@H:4]([C@H:2]([C:1]([OH:10])=[O:9])[OH:3])[OH:5])([OH:8])=[O:7].[F:11][C:12]1[CH:17]=[CH:16][CH:15]=[CH:14][C:13]=1[N:18]1[C:26]2[C:21](=[CH:22][CH:23]=[CH:24][CH:25]=2)[C:20]([O:27][CH:28]2[CH2:33][CH2:32][NH:31][CH2:30][CH2:29]2)=[N:19]1.[F:11][C:12]1[CH:17]=[CH:16][CH:15]=[CH:14][C:13]=1[N:18]1[C:26]2[C:21](=[CH:22][CH:23]=[CH:24][CH:25]=2)[C:20]([O:27][CH:28]2[CH2:33][CH2:32][NH:31][CH2:30][CH2:29]2)=[N:19]1.